Dataset: Catalyst prediction with 721,799 reactions and 888 catalyst types from USPTO. Task: Predict which catalyst facilitates the given reaction. (1) Product: [Cl:14][C:9]1[N:8]=[C:7]([NH:6][CH:1]2[CH2:2][CH2:3][CH2:4][CH2:5]2)[N:12]=[C:11]([NH:20][CH3:19])[N:10]=1. Reactant: [CH:1]1([NH:6][C:7]2[N:12]=[C:11](Cl)[N:10]=[C:9]([Cl:14])[N:8]=2)[CH2:5][CH2:4][CH2:3][CH2:2]1.Cl.CN.C[CH2:19][N:20](C(C)C)C(C)C. The catalyst class is: 56. (2) Reactant: [CH3:1][C:2]1[CH:7]=[CH:6][N:5]2[C:8]([C:18]3[CH:23]=[CH:22][N:21]=[C:20]([C:24]4[CH:29]=[CH:28][C:27]([O:30][CH2:31][CH2:32]Br)=[CH:26][CH:25]=4)[CH:19]=3)=[C:9]([C:11]3[CH:16]=[CH:15][CH:14]=[C:13]([CH3:17])[N:12]=3)[N:10]=[C:4]2[CH:3]=1.[NH:34]1[CH2:38][CH2:37][CH2:36][CH2:35]1. Product: [CH3:1][C:2]1[CH:7]=[CH:6][N:5]2[C:8]([C:18]3[CH:23]=[CH:22][N:21]=[C:20]([C:24]4[CH:29]=[CH:28][C:27]([O:30][CH2:31][CH2:32][N:34]5[CH2:38][CH2:37][CH2:36][CH2:35]5)=[CH:26][CH:25]=4)[CH:19]=3)=[C:9]([C:11]3[CH:16]=[CH:15][CH:14]=[C:13]([CH3:17])[N:12]=3)[N:10]=[C:4]2[CH:3]=1. The catalyst class is: 605. (3) Reactant: [Cl-].[NH4+].[B-](F)(F)(F)F.CCOC(C(C#N)=[N:14]OC(N(C)C)=[N+](C)C)=O.C(N(CC)C(C)C)(C)C.[CH3:34][C:35]1[N:44]([CH2:45][CH2:46][CH3:47])[C:43](=[O:48])[C:42]2[C:37](=[CH:38][CH:39]=[C:40]([C:49]([C:51]3[N:55]4[CH:56]=[CH:57][CH:58]=[CH:59][C:54]4=[C:53]([C:60]4[CH:61]=[C:62]([CH:66]=[CH:67][CH:68]=4)[C:63]([OH:65])=O)[N:52]=3)=[O:50])[CH:41]=2)[N:36]=1. Product: [CH3:34][C:35]1[N:44]([CH2:45][CH2:46][CH3:47])[C:43](=[O:48])[C:42]2[C:37](=[CH:38][CH:39]=[C:40]([C:49]([C:51]3[N:55]4[CH:56]=[CH:57][CH:58]=[CH:59][C:54]4=[C:53]([C:60]4[CH:61]=[C:62]([CH:66]=[CH:67][CH:68]=4)[C:63]([NH2:14])=[O:65])[N:52]=3)=[O:50])[CH:41]=2)[N:36]=1. The catalyst class is: 3. (4) Reactant: [CH2:1]([O:3][C:4](=[O:44])[CH2:5][CH2:6][CH2:7][CH2:8][O:9][C:10]1[CH:15]=[CH:14][C:13]([C:16]([CH2:41][CH3:42])([C:19]2[CH:24]=[CH:23][C:22]([C:25]#[C:26][C:27]([O:36]COC)([C:32]([F:35])([F:34])[F:33])[C:28]([F:31])([F:30])[F:29])=[C:21]([CH3:40])[CH:20]=2)[CH2:17][CH3:18])=[CH:12][C:11]=1[CH3:43])[CH3:2].C(Br)(Br)(Br)Br.O. Product: [CH2:1]([O:3][C:4](=[O:44])[CH2:5][CH2:6][CH2:7][CH2:8][O:9][C:10]1[CH:15]=[CH:14][C:13]([C:16]([CH2:41][CH3:42])([C:19]2[CH:24]=[CH:23][C:22]([C:25]#[C:26][C:27]([OH:36])([C:32]([F:34])([F:35])[F:33])[C:28]([F:31])([F:30])[F:29])=[C:21]([CH3:40])[CH:20]=2)[CH2:17][CH3:18])=[CH:12][C:11]=1[CH3:43])[CH3:2]. The catalyst class is: 41. (5) Reactant: [Br:1][C:2]1[C:3](=[O:28])[N:4]([CH2:17][C:18]2[CH:27]=[CH:26][CH:25]=[CH:24][C:19]=2[C:20](OC)=[O:21])[CH:5]=[CH:6][C:7]=1[O:8][CH2:9][C:10]1[CH:15]=[CH:14][C:13]([F:16])=[CH:12][CH:11]=1.[Li+].[BH4-]. Product: [Br:1][C:2]1[C:3](=[O:28])[N:4]([CH2:17][C:18]2[CH:27]=[CH:26][CH:25]=[CH:24][C:19]=2[CH2:20][OH:21])[CH:5]=[CH:6][C:7]=1[O:8][CH2:9][C:10]1[CH:11]=[CH:12][C:13]([F:16])=[CH:14][CH:15]=1. The catalyst class is: 1. (6) Reactant: [C:1]([C:5]1[CH:52]=[CH:51][C:8]2[NH:9][C:10]([CH2:12][CH:13]3[CH2:16][CH:15]([N:17]([CH2:19][C@@H:20]4[C@H:24]5[O:25]C(C)(C)[O:27][C@H:23]5[C@H:22]([N:30]5[C:34]6[N:35]=[CH:36][N:37]=[C:38]([NH:39]CC7C=CC(OC)=CC=7OC)[C:33]=6[CH:32]=[CH:31]5)[O:21]4)[CH3:18])[CH2:14]3)=[N:11][C:7]=2[CH:6]=1)([CH3:4])([CH3:3])[CH3:2]. Product: [NH2:39][C:38]1[C:33]2[CH:32]=[CH:31][N:30]([C@H:22]3[C@H:23]([OH:27])[C@H:24]([OH:25])[C@@H:20]([CH2:19][N:17]([CH:15]4[CH2:14][CH:13]([CH2:12][C:10]5[NH:9][C:8]6[CH:51]=[CH:52][C:5]([C:1]([CH3:4])([CH3:3])[CH3:2])=[CH:6][C:7]=6[N:11]=5)[CH2:16]4)[CH3:18])[O:21]3)[C:34]=2[N:35]=[CH:36][N:37]=1. The catalyst class is: 574. (7) Reactant: [C:1]([C:3]1[CH:4]=[N:5][C:6]2[C:11]([C:12]=1[CH2:13][CH2:14][N:15]1[CH2:19][C@@H:18]([OH:20])[C@@H:17]([CH2:21][NH:22]C(=O)C(F)(F)F)[CH2:16]1)=[N:10][C:9]([O:29][CH3:30])=[CH:8][CH:7]=2)#[N:2]. Product: [NH2:22][CH2:21][C@@H:17]1[C@H:18]([OH:20])[CH2:19][N:15]([CH2:14][CH2:13][C:12]2[C:11]3[C:6](=[CH:7][CH:8]=[C:9]([O:29][CH3:30])[N:10]=3)[N:5]=[CH:4][C:3]=2[C:1]#[N:2])[CH2:16]1. The catalyst class is: 5. (8) Reactant: [NH2:1][C:2]1[S:6][C:5]([C:7]2[C:12]([F:13])=[CH:11][CH:10]=[CH:9][C:8]=2[F:14])=[N:4][C:3]=1[C:15]([NH:17][C:18]1[C:19]([O:24][CH2:25][CH2:26][CH:27]2[CH2:31][O:30]C(C)(C)[O:28]2)=[N:20][CH:21]=[N:22][CH:23]=1)=[O:16].Cl.C([O-])([O-])=O.[Na+].[Na+].O. Product: [NH2:1][C:2]1[S:6][C:5]([C:7]2[C:8]([F:14])=[CH:9][CH:10]=[CH:11][C:12]=2[F:13])=[N:4][C:3]=1[C:15]([NH:17][C:18]1[C:19]([O:24][CH2:25][CH2:26][CH:27]([OH:28])[CH2:31][OH:30])=[N:20][CH:21]=[N:22][CH:23]=1)=[O:16]. The catalyst class is: 5. (9) Reactant: [Cl:1][C:2]1[N:10]=[C:9]2[C:5]([NH:6][CH:7]=[N:8]2)=[C:4](Cl)[N:3]=1.[Cl:12][C:13]1[CH:14]=[C:15]2[C:19](=[CH:20][CH:21]=1)[NH:18][CH2:17][CH2:16]2. Product: [Cl:1][C:2]1[N:10]=[C:9]2[C:5]([N:6]=[CH:7][NH:8]2)=[C:4]([N:18]2[C:19]3[C:15](=[CH:14][C:13]([Cl:12])=[CH:21][CH:20]=3)[CH2:16][CH2:17]2)[N:3]=1. The catalyst class is: 51. (10) Reactant: [N+:1]([C:4]1[CH:5]=[C:6]2[C:10](=[CH:11][CH:12]=1)[N:9]([C:13]([C:26]1[CH:31]=[CH:30][CH:29]=[CH:28][CH:27]=1)([C:20]1[CH:25]=[CH:24][CH:23]=[CH:22][CH:21]=1)[C:14]1[CH:19]=[CH:18][CH:17]=[CH:16][CH:15]=1)[N:8]=[C:7]2[C:32]1[O:40][C:39]2[CH:38]=[CH:37][N:36]=[CH:35][C:34]=2[CH:33]=1)([O-])=O. Product: [NH2:1][C:4]1[CH:5]=[C:6]2[C:10](=[CH:11][CH:12]=1)[N:9]([C:13]([C:20]1[CH:25]=[CH:24][CH:23]=[CH:22][CH:21]=1)([C:26]1[CH:27]=[CH:28][CH:29]=[CH:30][CH:31]=1)[C:14]1[CH:19]=[CH:18][CH:17]=[CH:16][CH:15]=1)[N:8]=[C:7]2[C:32]1[O:40][C:39]2[CH:38]=[CH:37][N:36]=[CH:35][C:34]=2[CH:33]=1. The catalyst class is: 407.